From a dataset of Forward reaction prediction with 1.9M reactions from USPTO patents (1976-2016). Predict the product of the given reaction. (1) The product is: [NH2:32][C:33]1[N:41]=[CH:40][N:39]=[C:38]2[C:34]=1[N:35]([C:48]1[CH:49]=[CH:50][C:51]([O:54][C:55]3[CH:56]=[CH:57][CH:58]=[CH:59][CH:60]=3)=[CH:52][CH:53]=1)[C:36](=[O:47])[N:37]2[CH:42]1[CH2:46][CH2:45][N:44]([C:4](=[O:6])[CH2:3][C:1]#[N:2])[CH2:43]1. Given the reactants [C:1]([CH2:3][C:4]([OH:6])=O)#[N:2].CN(C(ON1N=NC2C=CC=NC1=2)=[N+](C)C)C.F[P-](F)(F)(F)(F)F.Cl.[NH2:32][C:33]1[N:41]=[CH:40][N:39]=[C:38]2[C:34]=1[N:35]([C:48]1[CH:53]=[CH:52][C:51]([O:54][C:55]3[CH:60]=[CH:59][CH:58]=[CH:57][CH:56]=3)=[CH:50][CH:49]=1)[C:36](=[O:47])[N:37]2[CH:42]1[CH2:46][CH2:45][NH:44][CH2:43]1.CCN(C(C)C)C(C)C, predict the reaction product. (2) Given the reactants Br[C:2]1[CH:3]=[C:4]([NH:10][S:11]([CH:14]2[CH2:16][CH2:15]2)(=[O:13])=[O:12])[C:5]([O:8][CH3:9])=[N:6][CH:7]=1.B1(B2OC(C)(C)C(C)(C)O2)OC(C)(C)C(C)(C)O1.C([O-])(=O)C.[K+].Cl[C:41]1[CH:42]=[CH:43][C:44]2[N:45]=[CH:46][N:47]=[C:48]([N:51]3[CH2:56][CH2:55][O:54][CH2:53][CH2:52]3)[C:49]=2[N:50]=1.C(=O)(O)[O-].[Na+], predict the reaction product. The product is: [CH3:9][O:8][C:5]1[C:4]([NH:10][S:11]([CH:14]2[CH2:16][CH2:15]2)(=[O:13])=[O:12])=[CH:3][C:2]([C:41]2[CH:42]=[CH:43][C:44]3[N:45]=[CH:46][N:47]=[C:48]([N:51]4[CH2:52][CH2:53][O:54][CH2:55][CH2:56]4)[C:49]=3[N:50]=2)=[CH:7][N:6]=1. (3) Given the reactants [NH2:1][C:2]1[N:6]([C:7]2[CH:12]=[CH:11][CH:10]=[CH:9][CH:8]=2)[N:5]=[C:4]([C:13]2[CH:14]=[C:15]([CH3:21])[C:16](=[O:20])[N:17]([CH3:19])[CH:18]=2)[C:3]=1[CH3:22].C1(C2C=CC([CH2:32][O:33]C)=CC=2CN)CC1.[CH3:37][O:38][CH2:39][C:40]1[CH:41]=[CH:42][C:43]([O:48][C:49]([F:52])([F:51])[F:50])=[C:44]([CH2:46][NH2:47])[CH:45]=1, predict the reaction product. The product is: [CH3:19][N:17]1[C:16](=[O:20])[C:15]([CH3:21])=[CH:14][C:13]([C:4]2[C:3]([CH3:22])=[C:2]([NH:1][C:32]([NH:47][CH2:46][C:44]3[CH:45]=[C:40]([CH2:39][O:38][CH3:37])[CH:41]=[CH:42][C:43]=3[O:48][C:49]([F:50])([F:51])[F:52])=[O:33])[N:6]([C:7]3[CH:8]=[CH:9][CH:10]=[CH:11][CH:12]=3)[N:5]=2)=[CH:18]1. (4) Given the reactants N[C:2]1[CH:7]=[CH:6][C:5]([C:8]2[C:14]3[CH:15]=[C:16]4[O:21][CH2:20][O:19][C:17]4=[CH:18][C:13]=3[CH2:12][C:11]3=[N:22][CH:23]=[C:24]([CH3:25])[N:10]3[N:9]=2)=[CH:4][CH:3]=1.N([O-])=O.[Na+].[Cl-:30].[Na+].S([O-])([O-])=O.[Na+].[Na+], predict the reaction product. The product is: [Cl:30][C:2]1[CH:7]=[CH:6][C:5]([C:8]2[C:14]3[CH:15]=[C:16]4[O:21][CH2:20][O:19][C:17]4=[CH:18][C:13]=3[CH2:12][C:11]3=[N:22][CH:23]=[C:24]([CH3:25])[N:10]3[N:9]=2)=[CH:4][CH:3]=1.